From a dataset of Catalyst prediction with 721,799 reactions and 888 catalyst types from USPTO. Predict which catalyst facilitates the given reaction. (1) Reactant: CO[N:3]=[CH:4][C:5]1[CH:10]=[CH:9][N:8]([C:11]2[CH:15]=[CH:14][O:13][CH:12]=2)[C:7](=[O:16])[CH:6]=1. Product: [NH2:3][CH2:4][C:5]1[CH:10]=[CH:9][N:8]([C:11]2[CH:15]=[CH:14][O:13][CH:12]=2)[C:7](=[O:16])[CH:6]=1. The catalyst class is: 763. (2) Reactant: [C:1]([O-:14])(=[O:13])[CH2:2][CH2:3]CCCCCCCCC.[C:15]([O-])(=[O:27])[CH2:16]CCCCCCCCCC.C([Sn+2]CCCC)CCC.CC(CCCCN=C=O)C(N=C=O)(C)C.[N-:53]=[C:54]=[O:55].OCCOC(=O)C=C. Product: [C:1]([OH:14])(=[O:13])[CH:2]=[CH2:3].[NH2:53][C:54]([O:27][CH2:15][CH3:16])=[O:55]. The catalyst class is: 13. (3) Reactant: [C:1]([OH:10])(=O)[C:2]1[C:3](=[CH:5][CH:6]=[CH:7][CH:8]=1)[NH2:4].C1C=C[C:14]2N(O)N=[N:17][C:15]=2[CH:16]=1.C(Cl)CCl.C1(N)CC1. Product: [NH2:4][C:3]1[CH:5]=[CH:6][CH:7]=[CH:8][C:2]=1[C:1]([NH:17][CH:15]1[CH2:16][CH2:14]1)=[O:10]. The catalyst class is: 3. (4) Reactant: [NH2:1][C:2]1[CH:3]=[C:4]([CH:7]=[CH:8][C:9]=1[OH:10])[C:5]#[N:6].C1N=CN([C:16](N2C=NC=C2)=[O:17])C=1. Product: [O:17]=[C:16]1[NH:1][C:2]2[CH:3]=[C:4]([C:5]#[N:6])[CH:7]=[CH:8][C:9]=2[O:10]1. The catalyst class is: 18. (5) Reactant: [NH2:1][C:2]1[CH:7]=[CH:6][CH:5]=[CH:4][C:3]=1[CH:8]1[CH2:13][CH2:12][N:11]([C:14](=[O:44])[C@H:15]([NH:24][C:25]([C@@H:27]2[CH2:36][C:35]3[C:30](=[CH:31][CH:32]=[CH:33][CH:34]=3)[CH2:29][N:28]2[C:37]([O:39][C:40]([CH3:43])([CH3:42])[CH3:41])=[O:38])=[O:26])[CH2:16][C:17]2[CH:22]=[CH:21][C:20]([Cl:23])=[CH:19][CH:18]=2)[CH2:10][CH2:9]1.CCN(C(C)C)C(C)C.Cl[C:55]([O:57][CH3:58])=[O:56]. Product: [Cl:23][C:20]1[CH:19]=[CH:18][C:17]([CH2:16][C@@H:15]([NH:24][C:25]([C@@H:27]2[CH2:36][C:35]3[C:30](=[CH:31][CH:32]=[CH:33][CH:34]=3)[CH2:29][N:28]2[C:37]([O:39][C:40]([CH3:41])([CH3:43])[CH3:42])=[O:38])=[O:26])[C:14]([N:11]2[CH2:12][CH2:13][CH:8]([C:3]3[CH:4]=[CH:5][CH:6]=[CH:7][C:2]=3[NH:1][C:55]([O:57][CH3:58])=[O:56])[CH2:9][CH2:10]2)=[O:44])=[CH:22][CH:21]=1. The catalyst class is: 2. (6) Reactant: C(OC([N:8]([C:16]1[C:21]([C:22]2[O:23][C:24]([C:27]3[CH:32]=[CH:31][CH:30]=[CH:29][CH:28]=3)=[N:25][N:26]=2)=[N:20][C:19]([C:33]2[CH2:42][CH2:41][C:36]3(OCC[O:37]3)[CH2:35][CH:34]=2)=[CH:18][N:17]=1)C(=O)OC(C)(C)C)=O)(C)(C)C.CC(O)=O.O.[OH-].[Na+]. The catalyst class is: 25. Product: [NH2:8][C:16]1[N:17]=[CH:18][C:19]([C:33]2[CH2:42][CH2:41][C:36](=[O:37])[CH2:35][CH:34]=2)=[N:20][C:21]=1[C:22]1[O:23][C:24]([C:27]2[CH:32]=[CH:31][CH:30]=[CH:29][CH:28]=2)=[N:25][N:26]=1. (7) Reactant: [C:1]([C:5]1[CH:10]=[CH:9][C:8]([NH:11][C:12](=[O:33])[NH:13][C@@H:14]([C:16]2[CH:21]=[CH:20][C:19]([NH:22][S:23]([CH3:26])(=[O:25])=[O:24])=[C:18]([C:27]#[C:28][Si](C)(C)C)[CH:17]=2)[CH3:15])=[CH:7][CH:6]=1)([CH3:4])([CH3:3])[CH3:2].[F-].C([N+](CCCC)(CCCC)CCCC)CCC. Product: [C:1]([C:5]1[CH:10]=[CH:9][C:8]([NH:11][C:12](=[O:33])[NH:13][C@@H:14]([C:16]2[CH:21]=[CH:20][C:19]([NH:22][S:23]([CH3:26])(=[O:24])=[O:25])=[C:18]([C:27]#[CH:28])[CH:17]=2)[CH3:15])=[CH:7][CH:6]=1)([CH3:4])([CH3:3])[CH3:2]. The catalyst class is: 1.